This data is from Full USPTO retrosynthesis dataset with 1.9M reactions from patents (1976-2016). The task is: Predict the reactants needed to synthesize the given product. (1) Given the product [NH:33]1[CH:37]=[CH:36][CH:35]=[C:34]1[C:2]1[CH:7]=[CH:6][C:5]([NH:8][C:9](=[O:11])[CH3:10])=[C:4]([C:12](=[O:25])[C:13]2[CH:18]=[C:17]([O:19][CH3:20])[C:16]([O:21][CH3:22])=[C:15]([O:23][CH3:24])[CH:14]=2)[CH:3]=1, predict the reactants needed to synthesize it. The reactants are: I[C:2]1[CH:7]=[CH:6][C:5]([NH:8][C:9](=[O:11])[CH3:10])=[C:4]([C:12](=[O:25])[C:13]2[CH:18]=[C:17]([O:19][CH3:20])[C:16]([O:21][CH3:22])=[C:15]([O:23][CH3:24])[CH:14]=2)[CH:3]=1.C(OC([N:33]1[CH:37]=[CH:36][CH:35]=[C:34]1B(O)O)=O)(C)(C)C. (2) Given the product [CH3:11][N:12]([CH2:1][C:3]1[O:7][C:6]([B:8]([OH:10])[OH:9])=[CH:5][CH:4]=1)[CH3:13], predict the reactants needed to synthesize it. The reactants are: [CH:1]([C:3]1[O:7][C:6]([B:8]([OH:10])[OH:9])=[CH:5][CH:4]=1)=O.[CH3:11][NH:12][CH3:13]. (3) Given the product [CH3:25][O:24][C:18]1([C:21](=[O:23])[NH:32][C:28]2([CH3:27])[CH2:31][CH2:30][CH2:29]2)[CH2:17][CH2:16][N:15]([CH:11]2[CH2:12][CH2:13][CH2:14][N:8]([C:6]([O:5][C:1]([CH3:4])([CH3:3])[CH3:2])=[O:7])[CH2:9][CH2:10]2)[CH2:20][CH2:19]1, predict the reactants needed to synthesize it. The reactants are: [C:1]([O:5][C:6]([N:8]1[CH2:14][CH2:13][CH2:12][CH:11]([N:15]2[CH2:20][CH2:19][C:18]([O:24][CH3:25])([C:21]([OH:23])=O)[CH2:17][CH2:16]2)[CH2:10][CH2:9]1)=[O:7])([CH3:4])([CH3:3])[CH3:2].Cl.[CH3:27][C:28]1([NH2:32])[CH2:31][CH2:30][CH2:29]1.CN(C(ON1N=NC2C=CC=NC1=2)=[N+](C)C)C.F[P-](F)(F)(F)(F)F.CCN(C(C)C)C(C)C. (4) Given the product [Br:20][CH2:8][C:6]1[CH:7]=[C:2]([Cl:1])[CH:3]=[CH:4][C:5]=1[O:10][CH2:11][CH2:12][CH:13]1[CH2:18][CH2:17][O:16][CH2:15][CH2:14]1, predict the reactants needed to synthesize it. The reactants are: [Cl:1][C:2]1[CH:3]=[CH:4][C:5]([O:10][CH2:11][CH2:12][CH:13]2[CH2:18][CH2:17][O:16][CH2:15][CH2:14]2)=[C:6]([CH2:8]O)[CH:7]=1.P(Br)(Br)[Br:20]. (5) Given the product [C:1]([O:5][C@@H:6]([C:12]1[C:28]([CH3:29])=[CH:27][C:15]2[N:16]=[C:17]([C:19]3[C:24]([F:25])=[CH:23][N:22]=[C:21]([C:43]4[CH:42]=[C:41]5[C:46](=[CH:45][CH:44]=4)[N:38]([CH3:37])[N:39]=[CH:40]5)[CH:20]=3)[S:18][C:14]=2[C:13]=1[C:30]1[CH:35]=[CH:34][C:33]([Cl:36])=[CH:32][CH:31]=1)[C:7]([O:9][CH2:10][CH3:11])=[O:8])([CH3:4])([CH3:2])[CH3:3], predict the reactants needed to synthesize it. The reactants are: [C:1]([O:5][C@@H:6]([C:12]1[C:28]([CH3:29])=[CH:27][C:15]2[N:16]=[C:17]([C:19]3[C:24]([F:25])=[CH:23][N:22]=[C:21](Cl)[CH:20]=3)[S:18][C:14]=2[C:13]=1[C:30]1[CH:35]=[CH:34][C:33]([Cl:36])=[CH:32][CH:31]=1)[C:7]([O:9][CH2:10][CH3:11])=[O:8])([CH3:4])([CH3:3])[CH3:2].[CH3:37][N:38]1[C:46]2[C:41](=[CH:42][C:43](B(O)O)=[CH:44][CH:45]=2)[CH:40]=[N:39]1.C([O-])([O-])=O.[K+].[K+].